This data is from Experimentally validated miRNA-target interactions with 360,000+ pairs, plus equal number of negative samples. The task is: Binary Classification. Given a miRNA mature sequence and a target amino acid sequence, predict their likelihood of interaction. (1) The miRNA is hsa-miR-9-5p with sequence UCUUUGGUUAUCUAGCUGUAUGA. The protein sequence of the target gene is MAEAPQVVEIDPDFEPLPRPRSCTWPLPRPEFSQSNSATSSPAPSGSAAANPDAAAGLPSASAAAVSADFMSNLSLLEESEDFPQAPGSVAAAVAAAAAAAATGGLCGDFQGPEAGCLHPAPPQPPPPGPLSQHPPVPPAAAGPLAGQPRKSSSSRRNAWGNLSYADLITKAIESSAEKRLTLSQIYEWMVKSVPYFKDKGDSNSSAGWKNSIRHNLSLHSKFIRVQNEGTGKSSWWMLNPEGGKSGKSPRRRAASMDNNSKFAKSRSRAAKKKASLQSGQEGAGDSPGSQFSKWPASPG.... Result: 1 (interaction). (2) The protein sequence of the target gene is MKALLILGLLLFSVAVQGKVFERCELARSLKRFGMDNFRGISLANWMCLARWESNYNTQATNYNAGDQSTDYGIFQINSHWWCNDGKTPGAVNACHLPCGALLQDDITQAVACAKRVVSDPQGIRAWVAWRSHCQNQDLTSYIQGCGV. Result: 0 (no interaction). The miRNA is hsa-miR-6736-5p with sequence CUGGGUGAGGGCAUCUGUGGU. (3) The miRNA is hsa-miR-483-5p with sequence AAGACGGGAGGAAAGAAGGGAG. The protein sequence of the target gene is MAGEAEAQLDPSLQGLVMFEDVTVYFSREEWGLLNVTQKGLYRDVMLENFALVSSLGLAPSRSPVFTQLEDDEQSWVPSWVDVTPVSRAEARRGFGLDGLCRVEDERAHPEHLKSYRVIQHQDTHSEGKPRRHTEHGAAFPPGSSCGQQQEVHVAEKLFKCSDCGKVFLKAFALLDHLITHSEERPFRCPTGRSAFKKSAHINPRKIHTGETAHVCNECGKAFSYPSKLRKHQKVHTGIKPFKCSDCGKTFNRKDALVLHQRIHTGERPYECSKCGKTFSVLSTLIRHRKVHIGERPYEC.... Result: 0 (no interaction). (4) The miRNA is hsa-miR-124-3p with sequence UAAGGCACGCGGUGAAUGCCAA. The protein sequence of the target gene is MPSKFSCRQLREAGQCFESFLVVRGLDMETDRERLRTIYNRDFKISFGTPAPGFSSMLYGMKIANLAYVTKTRVRFFRLDRWADVRFPEKRRMKLGSDISKHHKSLLAKIFYDRAEYLHGKHGVDVEVQGPHEARDGQLLIRLDLNRKEVLTLRLRNGGTQSVTLTHLFPLCRTPQFAFYNEDQELPCPLGPGECYELHVHCKTSFVGYFPATVLWELLGPGESGSEGAGTFYIARFLAAVAHSPLAAQLKPMTPFKRTRITGNPVVTNRIEEGERPDRAKGYDLELSMALGTYYPPPRL.... Result: 1 (interaction). (5) The miRNA is hsa-miR-5683 with sequence UACAGAUGCAGAUUCUCUGACUUC. The protein sequence of the target gene is MANPKLLGMGLSEAEAIGADSARFEELLLQASKELQQAQTTRPESTQIQPQPGFCIKTNSSEGKVFINICHSPSIPPPADVTEEELLQMLEEDQAGFRIPMSLGEPHAELDAKGQGCTAYDVAVNSDFYRRMQNSDFLRELVITIAREGLEDKYNLQLNPEWRMMKNRPFMGSISQQNIRSEQRPRIQELGDLYTPAPGRAESGPEKPHLNLWLEAPDLLLAEVDLPKLDGALGLSLEIGENRLVMGGPQQLYHLDAYIPLQINSHESKAAFHRKRKQLMVAMPLLPVPS. Result: 0 (no interaction). (6) The miRNA is hsa-miR-130b-3p with sequence CAGUGCAAUGAUGAAAGGGCAU. The protein sequence of the target gene is MAFRRAEGTSMIQALAMTVAEIPVFLYTTFGQSAFSQLRLTPGLRKVLFATALGTVALALAAHQLKRRRRRKKQVGPEMGGEQLGTVPLPILLARKVPSVKKGYSSRRVQSPSSKSNDTLSGISSIEPSKHSGSSHSVASMMAVNSSSPTAACSGLWDARGMEESLTTSDGNAESLYMQGMELFEEALQKWEQALSVGQRGDSGSTPMPRDGLRNPETASEPLSEPESQRKEFAEKLESLLHRAYHLQEEFGSTFPADSMLLDLERTLMLPLTEGSLRLRADDEDSLTSEDSFFSATELF.... Result: 1 (interaction).